Task: Regression. Given a peptide amino acid sequence and an MHC pseudo amino acid sequence, predict their binding affinity value. This is MHC class II binding data.. Dataset: Peptide-MHC class II binding affinity with 134,281 pairs from IEDB (1) The peptide sequence is KTMAVCTNAKVTAKG. The MHC is DRB1_0301 with pseudo-sequence DRB1_0301. The binding affinity (normalized) is 0.329. (2) The peptide sequence is RLMSMKSVQNNTVLK. The MHC is DRB1_1302 with pseudo-sequence DRB1_1302. The binding affinity (normalized) is 0.663. (3) The peptide sequence is TLTHRLMSPHRVPNYNLF. The MHC is DRB1_1501 with pseudo-sequence DRB1_1501. The binding affinity (normalized) is 0.209. (4) The peptide sequence is ISGLKPGVDYTITVY. The MHC is DRB1_1501 with pseudo-sequence DRB1_1501. The binding affinity (normalized) is 0.601. (5) The peptide sequence is ALTGATEIQNSGGTS. The MHC is DRB1_1101 with pseudo-sequence DRB1_1101. The binding affinity (normalized) is 0.0504.